This data is from Full USPTO retrosynthesis dataset with 1.9M reactions from patents (1976-2016). The task is: Predict the reactants needed to synthesize the given product. (1) Given the product [CH2:1]([O:3][P:4]([CH:8]([C:10]1[CH:15]=[CH:14][CH:13]=[C:12]([Br:16])[CH:11]=1)[F:26])[O:5][CH2:6][CH3:7])[CH3:2], predict the reactants needed to synthesize it. The reactants are: [CH2:1]([O:3][P:4]([CH:8]([C:10]1[CH:15]=[CH:14][CH:13]=[C:12]([Br:16])[CH:11]=1)O)[O:5][CH2:6][CH3:7])[CH3:2].C(Cl)Cl.C(N(S(F)(F)[F:26])CC)C. (2) Given the product [C:49]([CH2:50][NH:55][C:3](=[O:4])[C:2]([OH:1])([C:7]1[CH:12]=[CH:11][C:10]([C:13]2[N:17]=[C:16]([C:18]3[O:22][N:21]=[C:20]([C:23]4[CH:24]=[CH:25][CH:26]=[CH:27][CH:28]=4)[C:19]=3[C:29]([F:32])([F:31])[F:30])[O:15][N:14]=2)=[CH:9][CH:8]=1)[CH3:6])#[N:48], predict the reactants needed to synthesize it. The reactants are: [OH:1][C:2]([C:7]1[CH:12]=[CH:11][C:10]([C:13]2[N:17]=[C:16]([C:18]3[O:22][N:21]=[C:20]([C:23]4[CH:28]=[CH:27][CH:26]=[CH:25][CH:24]=4)[C:19]=3[C:29]([F:32])([F:31])[F:30])[O:15][N:14]=2)=[CH:9][CH:8]=1)([CH3:6])[C:3](O)=[O:4].CN1CCOCC1.CN(C(O[N:48]1N=[N:55][C:50]2C=CC=N[C:49]1=2)=[N+](C)C)C.F[P-](F)(F)(F)(F)F. (3) Given the product [C:1]([C:4]1[C:12]2[C:7](=[CH:8][CH:9]=[C:10]([C:13]([N:41]3[CH2:42][CH:43]4[CH2:46][CH:40]3[CH2:45][CH2:44]4)=[O:14])[CH:11]=2)[N:6]([CH2:16][C:17]([N:19]2[CH2:23][C@H:22]([F:24])[CH2:21][C@H:20]2[C:25]([NH:26][CH2:27][C:28]2[CH:33]=[CH:32][CH:31]=[C:30]([Cl:34])[C:29]=2[F:35])=[O:36])=[O:18])[CH:5]=1)(=[O:3])[CH3:2], predict the reactants needed to synthesize it. The reactants are: [C:1]([C:4]1[C:12]2[C:7](=[CH:8][CH:9]=[C:10]([C:13](O)=[O:14])[CH:11]=2)[N:6]([CH2:16][C:17]([N:19]2[CH2:23][C@H:22]([F:24])[CH2:21][C@H:20]2[C:25](=[O:36])[NH:26][CH2:27][C:28]2[CH:33]=[CH:32][CH:31]=[C:30]([Cl:34])[C:29]=2[F:35])=[O:18])[CH:5]=1)(=[O:3])[CH3:2].[N-]=C=O.[CH:40]12[CH2:46][CH:43]([CH2:44][CH2:45]1)[CH2:42][NH:41]2. (4) Given the product [F:13][C:8]1[C:9]([F:12])=[CH:10][CH:11]=[C:6]2[C:7]=1[CH:14]=[CH:15][NH:5]2, predict the reactants needed to synthesize it. The reactants are: C(OC(=O)[NH:5][C:6]1[CH:11]=[CH:10][C:9]([F:12])=[C:8]([F:13])[C:7]=1[C:14]#[C:15][Si](C)(C)C)C.[OH-].[K+].